Dataset: Forward reaction prediction with 1.9M reactions from USPTO patents (1976-2016). Task: Predict the product of the given reaction. (1) Given the reactants [CH3:1][C:2]1[CH:7]=[C:6]([CH3:8])[CH:5]=[C:4]([CH3:9])[C:3]=1[NH:10][C:11]([NH2:13])=[S:12].Br[CH:15]([CH3:19])[C:16](=O)[CH3:17], predict the reaction product. The product is: [CH3:19][C:15]1[N:13]=[C:11]([NH:10][C:3]2[C:2]([CH3:1])=[CH:7][C:6]([CH3:8])=[CH:5][C:4]=2[CH3:9])[S:12][C:16]=1[CH3:17]. (2) Given the reactants [H-].[H-].[H-].[H-].[Li+].[Al+3].[NH2:7][C:8]1[C:16]2[C:11](=[N:12][C:13]([CH3:20])=[CH:14][C:15]=2[CH:17]([OH:19])C)[S:10][C:9]=1[C:21]([NH2:23])=[O:22].[NH4+].[Cl-], predict the reaction product. The product is: [NH2:7][C:8]1[C:16]2[C:11](=[N:12][C:13]([CH3:20])=[CH:14][C:15]=2[CH:17]=[O:19])[S:10][C:9]=1[C:21]([NH2:23])=[O:22]. (3) Given the reactants [CH2:1]([O:3][C:4](=[O:10])[CH2:5][N:6]([C:8]#[N:9])[CH3:7])[CH3:2].Cl.[NH2:12][OH:13], predict the reaction product. The product is: [OH:13][NH:12][C:8](=[NH:9])[N:6]([CH2:5][C:4]([O:3][CH2:1][CH3:2])=[O:10])[CH3:7]. (4) Given the reactants C[O:2][C:3]([C:5]1[CH:10]=[CH:9][C:8]([C:11]2[CH:16]=[CH:15][CH:14]=[CH:13][C:12]=2[C:17]([F:20])([F:19])[F:18])=[C:7]([CH3:21])[CH:6]=1)=[O:4].[OH-].[Na+].Cl, predict the reaction product. The product is: [CH3:21][C:7]1[CH:6]=[C:5]([C:3]([OH:4])=[O:2])[CH:10]=[CH:9][C:8]=1[C:11]1[CH:16]=[CH:15][CH:14]=[CH:13][C:12]=1[C:17]([F:18])([F:19])[F:20]. (5) The product is: [CH3:25][C:19]1[C:20]([CH3:24])=[C:21]([CH3:23])[N:22]=[C:17]([N:8]2[C@@H:15]3[C@@H:10]([CH2:11][CH2:12][NH:13][CH2:14]3)[CH2:9]2)[N:18]=1. Given the reactants CC1N=C([N:8]2[C@@H:15]3[C@@H:10]([CH2:11][CH2:12][NH:13][CH2:14]3)[CH2:9]2)C=CC=1.Cl[C:17]1[N:22]=[C:21]([CH3:23])[C:20]([CH3:24])=[C:19]([CH3:25])[N:18]=1.[C@@H]12NC[C@@H]1CCN(C(OC(C)(C)C)=O)C2, predict the reaction product. (6) Given the reactants Br[C:2]1[CH:6]=[CH:5][S:4][CH:3]=1.B(O)(O)[C:8]1[CH:9]=[CH:10][C:11]([CH3:14])=[CH:12][CH:13]=1, predict the reaction product. The product is: [C:11]1([CH3:14])[CH:12]=[CH:13][C:8]([C:2]2[CH:6]=[CH:5][S:4][CH:3]=2)=[CH:9][CH:10]=1. (7) Given the reactants [O-][Si]([O-])=O.[Mg+2].C([O-])(=O)C.[Na+].[Cr](Cl)([O-])(=O)=O.[NH+]1C=CC=CC=1.[CH3:22][C:23]([C@H:25]1[C@@H:29]2[C@@H:30]3[C@@:43]([CH3:46])([CH2:44][CH2:45][C@@:28]2([CH2:52][OH:53])[CH2:27][CH2:26]1)[C@@:42]1([CH3:47])[C@@H:33]([C@:34]2([CH3:51])[C@@H:39]([CH2:40][CH2:41]1)[C:38]([CH3:49])([CH3:48])[C@@H:37]([OH:50])[CH2:36][CH2:35]2)[CH2:32][CH2:31]3)=[CH2:24], predict the reaction product. The product is: [CH3:24][C:23]([C@H:25]1[C@@H:29]2[C@H:30]3[C@@:43]([CH3:46])([CH2:44][CH2:45][C@@:28]2([CH:52]=[O:53])[CH2:27][CH2:26]1)[C@:42]1([CH3:47])[CH2:41][CH2:40][C@H:39]2[C:38]([CH3:49])([CH3:48])[C:37](=[O:50])[CH:36]=[CH:35][C@:34]2([CH3:51])[C@H:33]1[CH2:32][CH2:31]3)=[CH2:22].